The task is: Binary Classification. Given a drug SMILES string, predict its activity (active/inactive) in a high-throughput screening assay against a specified biological target.. This data is from Cav3 T-type calcium channel HTS with 100,875 compounds. (1) The drug is FC(F)(F)C(O)(c1ccc(N(C)C(OCC)=O)cc1)C(OC)=O. The result is 0 (inactive). (2) The molecule is Clc1cc(C(=O)NCC2OCCC2)c(NC(=O)c2occc2)cc1. The result is 0 (inactive). (3) The drug is OC(=O)c1c(NCc2ccncc2)cccc1. The result is 0 (inactive).